From a dataset of Full USPTO retrosynthesis dataset with 1.9M reactions from patents (1976-2016). Predict the reactants needed to synthesize the given product. (1) Given the product [O:1]=[C:2]1[CH2:6][CH2:5][CH2:4][N:3]1[CH2:7][CH2:17][C:18]([OH:13])=[O:11], predict the reactants needed to synthesize it. The reactants are: [O:1]=[C:2]1[CH2:6][CH2:5][CH2:4][N:3]1[CH2:7]CC#N.[OH-:11].[Na+].[O:13]1[CH2:18][CH2:17]OCC1. (2) Given the product [CH3:23][O:24][C:25](=[O:36])[C:26]1[CH:27]=[CH:28][C:29]([S:32]([N:15]2[C:16]3[C:21](=[CH:20][CH:19]=[CH:18][CH:17]=3)[C:13]([CH:10]3[CH2:11][CH2:12][C:8]([F:7])([F:22])[CH2:9]3)=[CH:14]2)(=[O:33])=[O:34])=[CH:30][CH:31]=1, predict the reactants needed to synthesize it. The reactants are: CC(C)([O-])C.[K+].[F:7][C:8]1([F:22])[CH2:12][CH2:11][CH:10]([C:13]2[C:21]3[C:16](=[CH:17][CH:18]=[CH:19][CH:20]=3)[NH:15][CH:14]=2)[CH2:9]1.[CH3:23][O:24][C:25](=[O:36])[C:26]1[CH:31]=[CH:30][C:29]([S:32](Cl)(=[O:34])=[O:33])=[CH:28][CH:27]=1. (3) Given the product [C:3]([N:6]([CH3:40])[N:7]([C:15]1[CH:20]=[CH:19][CH:18]=[C:17]([C:21]2[CH2:25][C:24]([C:30]3[CH:35]=[C:34]([Cl:36])[CH:33]=[C:32]([Cl:37])[CH:31]=3)([C:26]([F:27])([F:28])[F:29])[O:23][N:22]=2)[CH:16]=1)[C:8]([O:10][C:11]([CH3:14])([CH3:13])[CH3:12])=[O:9])(=[O:5])[CH3:4], predict the reactants needed to synthesize it. The reactants are: [H-].[Na+].[C:3]([NH:6][N:7]([C:15]1[CH:20]=[CH:19][CH:18]=[C:17]([C:21]2[CH2:25][C:24]([C:30]3[CH:35]=[C:34]([Cl:36])[CH:33]=[C:32]([Cl:37])[CH:31]=3)([C:26]([F:29])([F:28])[F:27])[O:23][N:22]=2)[CH:16]=1)[C:8]([O:10][C:11]([CH3:14])([CH3:13])[CH3:12])=[O:9])(=[O:5])[CH3:4].CI.[C:40](=O)([O-])O.[Na+]. (4) Given the product [CH3:13][O:12][C:9]1[CH:10]=[C:11]2[C:6](=[CH:7][CH:8]=1)[C:5](=[O:14])[N:4]([C:15]1[CH:20]=[CH:19][C:18]([O:21][CH3:22])=[CH:17][CH:16]=1)[CH:3]=[C:2]2[C:29]1[CH:34]=[CH:33][CH:32]=[CH:31][CH:30]=1, predict the reactants needed to synthesize it. The reactants are: Br[C:2]1[C:11]2[C:6](=[CH:7][CH:8]=[C:9]([O:12][CH3:13])[CH:10]=2)[C:5](=[O:14])[N:4]([C:15]2[CH:20]=[CH:19][C:18]([O:21][CH3:22])=[CH:17][CH:16]=2)[CH:3]=1.C(=O)([O-])[O-].[K+].[K+].[C:29]1(B(O)O)[CH:34]=[CH:33][CH:32]=[CH:31][CH:30]=1. (5) The reactants are: FC(F)(F)C(O)=O.[CH3:8][O:9][CH2:10][CH:11]([N:22]1[CH2:27][CH2:26][NH:25][CH2:24][CH2:23]1)[C:12]1[CH:17]=[CH:16][CH:15]=[C:14]([C:18]([F:21])([F:20])[F:19])[CH:13]=1.C(N(C(C)C)CC)(C)C.C1([O:43][C:44](=O)[NH:45][C:46]2[S:47][C:48]3[N:49]=[CH:50][N:51]=[C:52]([O:55][CH3:56])[C:53]=3[N:54]=2)C=CC=CC=1. Given the product [CH3:56][O:55][C:52]1[C:53]2[N:54]=[C:46]([NH:45][C:44]([N:25]3[CH2:26][CH2:27][N:22]([CH:11]([C:12]4[CH:17]=[CH:16][CH:15]=[C:14]([C:18]([F:20])([F:21])[F:19])[CH:13]=4)[CH2:10][O:9][CH3:8])[CH2:23][CH2:24]3)=[O:43])[S:47][C:48]=2[N:49]=[CH:50][N:51]=1, predict the reactants needed to synthesize it. (6) Given the product [C:15]([O:19][C:20](=[O:23])[CH2:21][S:14][C:4]1[N:3]([CH2:1][CH3:2])[C:7]([C:8]2[CH:9]=[CH:10][CH:11]=[CH:12][CH:13]=2)=[N:6][N:5]=1)([CH3:18])([CH3:17])[CH3:16], predict the reactants needed to synthesize it. The reactants are: [CH2:1]([N:3]1[C:7]([C:8]2[CH:13]=[CH:12][CH:11]=[CH:10][CH:9]=2)=[N:6][N:5]=[C:4]1[SH:14])[CH3:2].[C:15]([O:19][C:20](=[O:23])[CH2:21]Cl)([CH3:18])([CH3:17])[CH3:16].C(=O)([O-])[O-].[K+].[K+]. (7) Given the product [CH2:1]([C:3]1[N:7]=[C:6]([C:8]2[S:12][C:11]([NH:13][C:20](=[O:24])[CH:21]([CH3:23])[CH3:22])=[N:10][C:9]=2[C:14]2[CH:19]=[CH:18][CH:17]=[CH:16][CH:15]=2)[O:5][N:4]=1)[CH3:2], predict the reactants needed to synthesize it. The reactants are: [CH2:1]([C:3]1[N:7]=[C:6]([C:8]2[S:12][C:11]([NH2:13])=[N:10][C:9]=2[C:14]2[CH:19]=[CH:18][CH:17]=[CH:16][CH:15]=2)[O:5][N:4]=1)[CH3:2].[C:20](Cl)(=[O:24])[CH:21]([CH3:23])[CH3:22].